This data is from NCI-60 drug combinations with 297,098 pairs across 59 cell lines. The task is: Regression. Given two drug SMILES strings and cell line genomic features, predict the synergy score measuring deviation from expected non-interaction effect. Drug 1: C1C(C(OC1N2C=NC(=NC2=O)N)CO)O. Drug 2: CC1C(C(CC(O1)OC2CC(CC3=C2C(=C4C(=C3O)C(=O)C5=C(C4=O)C(=CC=C5)OC)O)(C(=O)CO)O)N)O.Cl. Cell line: COLO 205. Synergy scores: CSS=65.4, Synergy_ZIP=-7.05, Synergy_Bliss=-9.28, Synergy_Loewe=-0.498, Synergy_HSA=-3.00.